From a dataset of Full USPTO retrosynthesis dataset with 1.9M reactions from patents (1976-2016). Predict the reactants needed to synthesize the given product. (1) Given the product [C:20]1([C:8]2[CH:7]=[CH:6][CH:5]=[C:4]3[C:9]=2[C:10]([NH:12][CH2:13][C:14]2[CH:19]=[CH:18][CH:17]=[CH:16][N:15]=2)=[N:11][C:2]([C:34]2[CH:35]=[N:36][CH:37]=[C:38]([CH:41]=2)[CH:39]=[O:40])=[N:3]3)[CH:25]=[CH:24][CH:23]=[CH:22][CH:21]=1, predict the reactants needed to synthesize it. The reactants are: Cl[C:2]1[N:11]=[C:10]([NH:12][CH2:13][C:14]2[CH:19]=[CH:18][CH:17]=[CH:16][N:15]=2)[C:9]2[C:4](=[CH:5][CH:6]=[CH:7][C:8]=2[C:20]2[CH:25]=[CH:24][CH:23]=[CH:22][CH:21]=2)[N:3]=1.CC1(C)C(C)(C)OB([C:34]2[CH:35]=[N:36][CH:37]=[C:38]([CH:41]=2)[CH:39]=[O:40])O1.C(=O)([O-])[O-].[K+].[K+]. (2) Given the product [F:12][C:13]1[CH:14]=[CH:15][C:16]([C:19]2[CH:24]=[CH:23][C:22]([C:25]([NH:1][C:2]3[CH:11]=[C:10]4[C:5]([CH:6]=[CH:7][CH:8]=[N:9]4)=[CH:4][CH:3]=3)=[O:26])=[CH:21][C:20]=2[O:28][CH2:29][CH2:30][O:31][CH3:32])=[CH:17][CH:18]=1, predict the reactants needed to synthesize it. The reactants are: [NH2:1][C:2]1[CH:11]=[C:10]2[C:5]([CH:6]=[CH:7][CH:8]=[N:9]2)=[CH:4][CH:3]=1.[F:12][C:13]1[CH:18]=[CH:17][C:16]([C:19]2[CH:24]=[CH:23][C:22]([C:25](O)=[O:26])=[CH:21][C:20]=2[O:28][CH2:29][CH2:30][O:31][CH3:32])=[CH:15][CH:14]=1. (3) Given the product [C:14]([C:18]1[CH:34]=[CH:33][C:21]([CH2:22][N:23]([CH2:24][CH2:25][CH:26]([C:28]2[O:29][C:30]([CH3:35])=[CH:31][CH:32]=2)[CH3:27])[C:11]([C:9]2[CH:10]=[C:2]([Cl:1])[CH:3]=[C:4]3[C:8]=2[NH:7][CH:6]=[CH:5]3)=[O:13])=[CH:20][CH:19]=1)([CH3:15])([CH3:16])[CH3:17], predict the reactants needed to synthesize it. The reactants are: [Cl:1][C:2]1[CH:3]=[C:4]2[C:8](=[C:9]([C:11]([OH:13])=O)[CH:10]=1)[NH:7][CH:6]=[CH:5]2.[C:14]([C:18]1[CH:34]=[CH:33][C:21]([CH2:22][NH:23][CH2:24][CH2:25][CH:26]([C:28]2[O:29][CH:30]=[CH:31][CH:32]=2)[CH3:27])=[CH:20][CH:19]=1)([CH3:17])([CH3:16])[CH3:15].[CH3:35]CN=C=NCCCN(C)C.Cl. (4) Given the product [CH3:1][C:2]1([CH3:4])[O:10][C@@H:9]2[CH:7]([CH2:6][O:5][C:15]([C:16]3[CH:21]=[CH:20][CH:19]=[CH:18][CH:17]=3)([C:28]3[CH:29]=[CH:30][CH:31]=[CH:32][CH:33]=3)[C:22]3[CH:23]=[CH:24][CH:25]=[CH:26][CH:27]=3)[O:8][CH:13]([OH:14])[C@@H:11]2[O:3]1, predict the reactants needed to synthesize it. The reactants are: [CH2-:1][C:2]([CH3:4])=[O:3].[O:5]=[CH:6][C@@H:7]([C@@H:9]([C@@H:11]([CH2:13][OH:14])O)[OH:10])[OH:8].[C:15](Cl)([C:28]1[CH:33]=[CH:32][CH:31]=[CH:30][CH:29]=1)([C:22]1[CH:27]=[CH:26][CH:25]=[CH:24][CH:23]=1)[C:16]1[CH:21]=[CH:20][CH:19]=[CH:18][CH:17]=1.C(N(CC)CC)C.O. (5) Given the product [F:33][C:32]1[C:18]2[N:19]([C:23]3[CH:24]=[N:25][C:26]([O:30][CH3:31])=[C:27]([CH3:29])[CH:28]=3)[CH2:20][CH2:21][O:22][C:17]=2[CH:16]=[CH:15][C:14]=1[O:13][C@H:10]1[CH2:11][CH2:12][NH:8][CH2:9]1, predict the reactants needed to synthesize it. The reactants are: C(OC([N:8]1[CH2:12][CH2:11][C@H:10]([O:13][C:14]2[CH:15]=[CH:16][C:17]3[O:22][CH2:21][CH2:20][N:19]([C:23]4[CH:24]=[N:25][C:26]([O:30][CH3:31])=[C:27]([CH3:29])[CH:28]=4)[C:18]=3[C:32]=2[F:33])[CH2:9]1)=O)(C)(C)C.Cl.O1CCOCC1. (6) Given the product [Cl:1][C:2]1[CH:10]=[C:9]2[C:5]([C:6]([C:11]([O:13][CH3:14])=[O:12])=[CH:7][NH:8]2)=[CH:4][C:3]=1[C:24]1[CH:25]=[CH:26][C:27]([CH:30]2[CH2:33][CH2:32][N:31]2[S:34]([CH3:37])(=[O:35])=[O:36])=[CH:28][CH:29]=1, predict the reactants needed to synthesize it. The reactants are: [Cl:1][C:2]1[CH:10]=[C:9]2[C:5]([C:6]([C:11]([O:13][CH3:14])=[O:12])=[CH:7][NH:8]2)=[CH:4][C:3]=1B1OCC(C)(C)CO1.Br[C:24]1[CH:29]=[CH:28][C:27]([CH:30]2[CH2:33][CH2:32][N:31]2[S:34]([CH3:37])(=[O:36])=[O:35])=[CH:26][CH:25]=1.C(=O)([O-])[O-].[K+].[K+].C(OCC)(=O)C.